From a dataset of Human Reference Interactome with 51,813 positive PPI pairs across 8,248 proteins, plus equal number of experimentally-validated negative pairs. Binary Classification. Given two protein amino acid sequences, predict whether they physically interact or not. (1) Protein 2 (ENSG00000273841) has sequence MESGKTASPKSMPKDAQMMAQILKDMGITEYEPRVINQMLEFAFRYVTTILDDAKIYSSHAKKATVDADDVRLAIQCRADQSFTSPPPRDFLLDIARQRNQTPLPLIKPYSGPRLPPDRYCLTAPNYRLKSLQKKASTSAGRITVPRLSVGSVTSRPSTPTLGTPTPQTMSVSTKVGTPMSLTGQRFTVQMPTSQSPAVKASIPATSAVQNVLINPSLIGSKNILITTNMMSSQNTANESSNALKRKREDDDDDDDDDDDYDNL*MESGKTASPKSMPKDAQMMAQILKDMGITEYEPRV.... Protein 1 (ENSG00000114353) has sequence MKIIHEDGYSEEECRQYRAVVYSNTIQSIMAIVKAMGNLQIDFADPSRADDARQLFALSCTAEEQGVLPDDLSGVIRRLWADHGVQACFGRSREYQLNDSAAYYLNDLERIAQSDYIPTQQDVLRTRVKTTGIVETHFTFKDLHFKMFDVGGQRSERKKWIHCFEGVTAIIFCVALSAYDLVLAEDEEMNRMHESMKLFDSICNNKWFTDTSIILFLNKKDLFEEKITHSPLTICFPEYTGANKYDEAASYIQSKFEDLNKRKDTKEIYTHFTCATDTKNVQFVFDAVTDVIIKNNLKDC.... Result: 0 (the proteins do not interact). (2) Protein 1 (ENSG00000182795) has sequence MPERELWPAGTGSEPVTRVGSCDSMMSSTSTRSGSSDSSYDFLSTEEKECLLFLEETIGSLDTEADSGLSTDESEPATTPRGFRALPITQPTPRGGPEETITQQGRTPRTVTESSSSHPPEPQGLGLRSGSYSLPRNIHIARSQNFRKSTTQASSHNPGEPGRLAPEPEKEQVSQSSQPRQAPASPQEAALDLDVVLIPPPEAFRDTQPEQCREASLPEGPGQQGHTPQLHTPSSSQEREQTPSEAMSQKAKETVSTRYTQPQPPPAGLPQNARAEDAPLSSGEDPNSRLAPLTTPKPRK.... Protein 2 (ENSG00000149016) has sequence MAAVDSDVESLPRGGFRCCLCHVTTANRPSLDAHLGGRKHRHLVELRAARKAQGLRSVFVSGFPRDVDSAQLSEYFLAFGPVASVVMDKDKPVPKAPESPSLDSALASPLDPQALACTPASPPDSQPPASPQDSEALDFETPSSSLAPQTPDSALASETLASPQSMSLPIGSAEVASERVELWRSGFRWWQRCLCFCRYRRVAMAAVDSDVESLPRGGFRCCLCHVTTANRPSLDAHLGGRKHRHLVELRAARKAQGLRSVFVSGFPRDVDSAQLSEYFLAFGPVASVVMDKDKGVFAIV.... Result: 0 (the proteins do not interact). (3) Protein 1 (ENSG00000067191) has sequence MVQKTSMSRGPYPPSQEIPMEVFDPSPQGKYSKRKGRFKRSDGSTSSDTTSNSFVRQGSAESYTSRPSDSDVSLEEDREALRKEAERQALAQLEKAKTKPVAFAVRTNVGYNPSPGDEVPVQGVAITFEPKDFLHIKEKYNNDWWIGRLVKEGCEVGFIPSPVKLDSLRLLQEQKLRQNRLGSSKSGDNSSSSLGDVVTGTRRPTPPASGNEMTNLAFELDPLELEEEEAELGEQSGSAKTSVSSVTTPPPHGKRIPFFKKTEHVPPYDVVPSMRPIILVGPSLKGYEVTDMMQKALFDF.... Protein 2 (ENSG00000122861) has sequence MRALLARLLLCVLVVSDSKGSNELHQVPSNCDCLNGGTCVSNKYFSNIHWCNCPKKFGGQHCEIDKSKTCYEGNGHFYRGKASTDTMGRPCLPWNSATVLQQTYHAHRSDALQLGLGKHNYCRNPDNRRRPWCYVQVGLKLLVQECMVHDCADGKKPSSPPEELKFQCGQKTLRPRFKIIGGEFTTIENQPWFAAIYRRHRGGSVTYVCGGSLISPCWVISATHCFIDYPKKEDYIVYLGRSRLNSNTQGEMKFEVENLILHKDYSADTLAHHNDIALLKIRSKEGRCAQPSRTIQTICL.... Result: 0 (the proteins do not interact).